This data is from Peptide-MHC class II binding affinity with 134,281 pairs from IEDB. The task is: Regression. Given a peptide amino acid sequence and an MHC pseudo amino acid sequence, predict their binding affinity value. This is MHC class II binding data. (1) The peptide sequence is SQDLELSWNLNGLQAG. The MHC is DRB1_1302 with pseudo-sequence DRB1_1302. The binding affinity (normalized) is 0.478. (2) The peptide sequence is WLWYIKIFIMIVGGLIG. The binding affinity (normalized) is 0.0375. The MHC is HLA-DPA10103-DPB10401 with pseudo-sequence HLA-DPA10103-DPB10401. (3) The peptide sequence is EKKYFAATQFEPFAA. The MHC is DRB1_1602 with pseudo-sequence DRB1_1602. The binding affinity (normalized) is 0.580. (4) The peptide sequence is IRAWVAWRAHCQNRD. The MHC is H-2-IAd with pseudo-sequence H-2-IAd. The binding affinity (normalized) is 0.677. (5) The MHC is HLA-DPA10103-DPB10601 with pseudo-sequence HLA-DPA10103-DPB10601. The peptide sequence is EKKYFAATQIEPLAA. The binding affinity (normalized) is 0.746. (6) The peptide sequence is GAFLVRNGKKLIPSW. The MHC is HLA-DQA10501-DQB10303 with pseudo-sequence HLA-DQA10501-DQB10303. The binding affinity (normalized) is 0.409.